The task is: Regression/Classification. Given a drug SMILES string, predict its absorption, distribution, metabolism, or excretion properties. Task type varies by dataset: regression for continuous measurements (e.g., permeability, clearance, half-life) or binary classification for categorical outcomes (e.g., BBB penetration, CYP inhibition). Dataset: cyp3a4_veith.. This data is from CYP3A4 inhibition data for predicting drug metabolism from PubChem BioAssay. (1) The compound is C=CCSc1nnc(-c2cc3c(-c4ccccc4)nn(C)c3s2)n1C. The result is 1 (inhibitor). (2) The molecule is c1ccc(-c2cc(-c3cc(-c4ccccn4)[nH]n3)n[nH]2)nc1. The result is 0 (non-inhibitor). (3) The drug is CCCCOC(=O)c1cc2c(cn1)[nH]c1ccccc12. The result is 1 (inhibitor). (4) The result is 0 (non-inhibitor). The drug is CN(C)/C=C(\C#N)C(=O)c1cccnc1Oc1ccc(F)cc1F.